Dataset: TCR-epitope binding with 47,182 pairs between 192 epitopes and 23,139 TCRs. Task: Binary Classification. Given a T-cell receptor sequence (or CDR3 region) and an epitope sequence, predict whether binding occurs between them. Result: 1 (the TCR binds to the epitope). The TCR CDR3 sequence is CASSPSGTWDAFF. The epitope is NYSGVVTTVMF.